From a dataset of Catalyst prediction with 721,799 reactions and 888 catalyst types from USPTO. Predict which catalyst facilitates the given reaction. (1) Reactant: [CH3:1][C:2]1[CH:7]=[CH:6][C:5]([C:8]2[O:12][N:11]=[CH:10][C:9]=2[C:13](Cl)=[O:14])=[CH:4][CH:3]=1.[CH3:16][O:17][C:18]1[CH:19]=[C:20]2[C:25](=[CH:26][C:27]=1[O:28][CH3:29])[CH2:24][NH:23][CH2:22][CH2:21]2. Product: [CH3:16][O:17][C:18]1[CH:19]=[C:20]2[C:25](=[CH:26][C:27]=1[O:28][CH3:29])[CH2:24][N:23]([C:13]([C:9]1[CH:10]=[N:11][O:12][C:8]=1[C:5]1[CH:6]=[CH:7][C:2]([CH3:1])=[CH:3][CH:4]=1)=[O:14])[CH2:22][CH2:21]2. The catalyst class is: 4. (2) Reactant: I[C:2]1[CH:7]=[CH:6][N:5]=[CH:4][C:3]=1[N:8]([CH3:25])[C:9](=[O:24])[C:10]1[CH:15]=[C:14]([C:16]([F:19])([F:18])[F:17])[CH:13]=[C:12]([C:20]([F:23])([F:22])[F:21])[CH:11]=1.[CH3:26][O:27][C:28]1[N:33]=[C:32](B(O)O)[CH:31]=[CH:30][CH:29]=1. The catalyst class is: 243. Product: [CH3:26][O:27][C:28]1[N:33]=[C:32]([C:2]2[CH:7]=[CH:6][N:5]=[CH:4][C:3]=2[N:8]([CH3:25])[C:9](=[O:24])[C:10]2[CH:15]=[C:14]([C:16]([F:19])([F:18])[F:17])[CH:13]=[C:12]([C:20]([F:23])([F:22])[F:21])[CH:11]=2)[CH:31]=[CH:30][CH:29]=1. (3) Reactant: Cl[C:2]1[S:3][C:4]2[CH:10]=[CH:9][C:8]([F:11])=[CH:7][C:5]=2[N:6]=1.[NH2:12][C:13]1[CH:18]=[CH:17][C:16]([C:19]2[CH:24]=[CH:23][C:22]([C:25]([C@@H:27]3[CH2:31][CH2:30][CH2:29][C@H:28]3[C:32]([O:34]C)=[O:33])=[O:26])=[CH:21][CH:20]=2)=[CH:15][CH:14]=1.Cl.O1CCOCC1. Product: [F:11][C:8]1[CH:9]=[CH:10][C:4]2[S:3][C:2]([NH:12][C:13]3[CH:14]=[CH:15][C:16]([C:19]4[CH:24]=[CH:23][C:22]([C:25]([C@@H:27]5[CH2:31][CH2:30][CH2:29][C@H:28]5[C:32]([OH:34])=[O:33])=[O:26])=[CH:21][CH:20]=4)=[CH:17][CH:18]=3)=[N:6][C:5]=2[CH:7]=1. The catalyst class is: 51. (4) Reactant: [CH2:1]([N:3]1[C:7]2=[N:8][C:9]([CH2:48][CH3:49])=[C:10]([CH2:19][NH:20][C:21]([C:23]3[CH:28]=[CH:27][CH:26]=[C:25]([C:29]([NH:31][CH2:32][C:33]4[C:34]([CH3:47])=[C:35]([C:39]5[CH:44]=[CH:43][CH:42]=[C:41](C=O)[CH:40]=5)[CH:36]=[CH:37][CH:38]=4)=[O:30])[CH:24]=3)=[O:22])[C:11]([NH:12][CH:13]3[CH2:18][CH2:17][O:16][CH2:15][CH2:14]3)=[C:6]2[CH:5]=[N:4]1)[CH3:2].[N:50]1([C:56](OC(C)(C)C)=O)[CH2:55][CH2:54][NH:53][CH2:52][CH2:51]1.C(O[BH-](OC(=O)C)OC(=O)C)(=O)C.[Na+].CC(O)=O. Product: [CH2:1]([N:3]1[C:7]2=[N:8][C:9]([CH2:48][CH3:49])=[C:10]([CH2:19][NH:20][C:21]([C:23]3[CH:28]=[CH:27][CH:26]=[C:25]([C:29]([NH:31][CH2:32][C:33]4[C:34]([CH3:47])=[C:35]([C:39]5[CH:44]=[CH:43][CH:42]=[C:41]([CH2:56][N:50]6[CH2:51][CH2:52][NH:53][CH2:54][CH2:55]6)[CH:40]=5)[CH:36]=[CH:37][CH:38]=4)=[O:30])[CH:24]=3)=[O:22])[C:11]([NH:12][CH:13]3[CH2:18][CH2:17][O:16][CH2:15][CH2:14]3)=[C:6]2[CH:5]=[N:4]1)[CH3:2]. The catalyst class is: 26.